From a dataset of Reaction yield outcomes from USPTO patents with 853,638 reactions. Predict the reaction yield, written as a fraction of the theoretical maximum amount of product (1.0 means a 100% yield; for example, 0.34 means a 34% yield). (1) The product is [C:1]1([C:7]2[CH:12]=[CH:11][C:10]([CH:13]([CH3:15])[CH3:14])=[CH:9][N:8]=2)[CH:2]=[CH:3][CH:4]=[CH:5][CH:6]=1. The catalyst is [Pd].[Pt].CCO. The reactants are [C:1]1([C:7]2[CH:12]=[CH:11][C:10]([C:13]([CH3:15])=[CH2:14])=[CH:9][N:8]=2)[CH:6]=[CH:5][CH:4]=[CH:3][CH:2]=1. The yield is 0.540. (2) The reactants are [CH3:1][C:2]([NH:10][C:11]([C:13]1[CH:18]=[CH:17][C:16](Br)=[C:15]([O:20][CH2:21][CH:22]2[CH2:24][CH2:23]2)[N:14]=1)=[O:12])([C:4]1[N:8]=[C:7]([CH3:9])[O:6][N:5]=1)[CH3:3].C(=O)([O-])[O-].[Cs+].[Cs+].Cl.[NH:32]1[CH2:35][CH:34]([OH:36])[CH2:33]1. The catalyst is C1(C)C=CC=CC=1.C(OCC)(=O)C.O. The product is [CH3:1][C:2]([NH:10][C:11]([C:13]1[CH:18]=[CH:17][C:16]([N:32]2[CH2:35][CH:34]([OH:36])[CH2:33]2)=[C:15]([O:20][CH2:21][CH:22]2[CH2:24][CH2:23]2)[N:14]=1)=[O:12])([C:4]1[N:8]=[C:7]([CH3:9])[O:6][N:5]=1)[CH3:3]. The yield is 0.540. (3) The reactants are [Br:1][C:2]1[CH:3]=[CH:4][C:5](F)=[C:6]([C:8](=O)[CH3:9])[CH:7]=1.[NH2:12][NH2:13]. The catalyst is O. The product is [Br:1][C:2]1[CH:7]=[C:6]2[C:5](=[CH:4][CH:3]=1)[NH:13][N:12]=[C:8]2[CH3:9]. The yield is 0.940. (4) The reactants are [C:1]([C:5]1[CH:10]=[CH:9][C:8]([S:11]([NH:14][C:15]2[N:19]([C:20]3[CH:29]=[CH:28][CH:27]=[C:26]4[C:21]=3[CH:22]=[CH:23][CH:24]=[N:25]4)[N:18]=[C:17]([CH2:30][C:31]([NH2:33])=O)[CH:16]=2)(=[O:13])=[O:12])=[CH:7][CH:6]=1)([CH3:4])([CH3:3])[CH3:2].[Cl-].[P+3]=O.[Cl-].[Cl-]. No catalyst specified. The product is [C:1]([C:5]1[CH:10]=[CH:9][C:8]([S:11]([NH:14][C:15]2[N:19]([C:20]3[CH:29]=[CH:28][CH:27]=[C:26]4[C:21]=3[CH:22]=[CH:23][CH:24]=[N:25]4)[N:18]=[C:17]([CH2:30][C:31]#[N:33])[CH:16]=2)(=[O:13])=[O:12])=[CH:7][CH:6]=1)([CH3:4])([CH3:2])[CH3:3]. The yield is 0.190. (5) The reactants are C(N1C=CN=C1)(N1C=CN=C1)=O.O[C:14]1[C:23]([CH3:24])=[CH:22][C:21]([I:25])=[CH:20][C:15]=1[C:16]([NH:18][OH:19])=[O:17]. The catalyst is C1COCC1. The product is [I:25][C:21]1[CH:22]=[C:23]([CH3:24])[C:14]2[O:19][NH:18][C:16](=[O:17])[C:15]=2[CH:20]=1. The yield is 0.990. (6) The reactants are [CH:1]1[C:13]2[CH:12]([CH2:14][O:15][C:16]([NH:18][C@@H:19]([CH2:27][C:28]3[CH:29]=[N:30][CH:31]=[N:32][C:33]=3[C:34]3[CH:39]=[CH:38][CH:37]=[CH:36][C:35]=3[CH3:40])[C:20]([O:22]C(C)(C)C)=[O:21])=[O:17])[C:11]3[C:6](=[CH:7][CH:8]=[CH:9][CH:10]=3)[C:5]=2[CH:4]=[CH:3][CH:2]=1.[Cl-:41].[Ca+2].[Cl-]. The catalyst is C(O)(C(F)(F)F)=O. The product is [ClH:41].[CH:10]1[C:11]2[CH:12]([CH2:14][O:15][C:16]([NH:18][C@@H:19]([CH2:27][C:28]3[CH:29]=[N:30][CH:31]=[N:32][C:33]=3[C:34]3[CH:39]=[CH:38][CH:37]=[CH:36][C:35]=3[CH3:40])[C:20]([OH:22])=[O:21])=[O:17])[C:13]3[C:5](=[CH:4][CH:3]=[CH:2][CH:1]=3)[C:6]=2[CH:7]=[CH:8][CH:9]=1. The yield is 0.990. (7) The catalyst is C1COCC1. The reactants are [CH2:1]([CH:3]([CH2:6][CH2:7][CH2:8][CH3:9])[CH2:4][OH:5])[CH3:2].[H-].[Na+].[F:12][C:13]1[CH:18]=[CH:17][C:16]([N:19]2[C:24](=[O:25])[C:23](OS(C3C=CC(C)=CC=3)(=O)=O)=[C:22]([C:37]3[CH:42]=[CH:41][C:40]([S:43]([CH3:46])(=[O:45])=[O:44])=[CH:39][CH:38]=3)[CH:21]=[N:20]2)=[CH:15][CH:14]=1. The yield is 0.600. The product is [F:12][C:13]1[CH:18]=[CH:17][C:16]([N:19]2[C:24](=[O:25])[C:23]([O:5][CH2:4][CH:3]([CH2:1][CH3:2])[CH2:6][CH2:7][CH2:8][CH3:9])=[C:22]([C:37]3[CH:42]=[CH:41][C:40]([S:43]([CH3:46])(=[O:44])=[O:45])=[CH:39][CH:38]=3)[CH:21]=[N:20]2)=[CH:15][CH:14]=1.